From a dataset of Peptide-MHC class I binding affinity with 185,985 pairs from IEDB/IMGT. Regression. Given a peptide amino acid sequence and an MHC pseudo amino acid sequence, predict their binding affinity value. This is MHC class I binding data. The peptide sequence is DPRDDLSGM. The MHC is HLA-A24:03 with pseudo-sequence HLA-A24:03. The binding affinity (normalized) is 0.0847.